Regression/Classification. Given a drug SMILES string, predict its toxicity properties. Task type varies by dataset: regression for continuous values (e.g., LD50, hERG inhibition percentage) or binary classification for toxic/non-toxic outcomes (e.g., AMES mutagenicity, cardiotoxicity, hepatotoxicity). Dataset: ld50_zhu. From a dataset of Acute oral toxicity (LD50) regression data from Zhu et al.. The drug is CC(=O)CC(=O)N(C)C. The rat oral LD50 is 0.757, given as -log10 of the dose in mol/kg body weight (higher means more acutely toxic).